Dataset: Forward reaction prediction with 1.9M reactions from USPTO patents (1976-2016). Task: Predict the product of the given reaction. (1) Given the reactants C(=O)([O-])[O-].[K+].[K+].[C:7]([O:11][C:12](=[O:24])[NH:13][C:14]1[CH:15]=[N:16][C:17]([C:20](=[O:23])[CH2:21]Br)=[CH:18][CH:19]=1)([CH3:10])([CH3:9])[CH3:8].[NH2:25][C:26]1[C:35]2[C:30](=[CH:31][CH:32]=[C:33]([O:36][CH3:37])[N:34]=2)[N:29]=[CH:28][C:27]=1[OH:38].ClCCl, predict the reaction product. The product is: [C:7]([O:11][C:12](=[O:24])[NH:13][C:14]1[CH:15]=[N:16][C:17]([C:20](=[O:23])[CH2:21][O:38][C:27]2[CH:28]=[N:29][C:30]3[C:35]([C:26]=2[NH2:25])=[N:34][C:33]([O:36][CH3:37])=[CH:32][CH:31]=3)=[CH:18][CH:19]=1)([CH3:10])([CH3:9])[CH3:8]. (2) The product is: [CH3:19][CH:18]([O:17][C:15]([C@:13]1([NH2:22])[C@H:12]([O:23][CH2:24][C:25]2[CH:30]=[CH:29][C:28]([Cl:31])=[C:27]([Cl:32])[CH:26]=2)[CH2:11][C@@H:10]2[C@H:14]1[C@@:9]2([F:33])[C:7]([OH:8])=[O:6])=[O:16])[CH2:20][CH3:21]. Given the reactants O.[OH-].[Li+].C([O:6][C:7]([C@:9]1([F:33])[C@@H:14]2[C@H:10]1[CH2:11][C@@H:12]([O:23][CH2:24][C:25]1[CH:30]=[CH:29][C:28]([Cl:31])=[C:27]([Cl:32])[CH:26]=1)[C@@:13]2([NH2:22])[C:15]([O:17][CH:18]([CH2:20][CH3:21])[CH3:19])=[O:16])=[O:8])C.Cl, predict the reaction product. (3) Given the reactants [OH:1][C:2]1[CH:9]=[CH:8][C:7]([O:10][CH3:11])=[CH:6][C:3]=1[CH:4]=[O:5].C(=O)([O-])[O-].[Cs+].[Cs+].Br[CH2:19][CH2:20][O:21][CH:22]1[CH2:27][CH2:26][CH2:25][CH2:24][O:23]1, predict the reaction product. The product is: [CH3:11][O:10][C:7]1[CH:8]=[CH:9][C:2]([O:1][CH2:19][CH2:20][O:21][CH:22]2[CH2:27][CH2:26][CH2:25][CH2:24][O:23]2)=[C:3]([CH:6]=1)[CH:4]=[O:5].